From a dataset of Peptide-MHC class II binding affinity with 134,281 pairs from IEDB. Regression. Given a peptide amino acid sequence and an MHC pseudo amino acid sequence, predict their binding affinity value. This is MHC class II binding data. (1) The binding affinity (normalized) is 0.269. The MHC is H-2-IAb with pseudo-sequence H-2-IAb. The peptide sequence is EEALNVALAVVTLLA. (2) The MHC is HLA-DPA10201-DPB10501 with pseudo-sequence HLA-DPA10201-DPB10501. The binding affinity (normalized) is 0. The peptide sequence is GWIISNIFGAIPVLG.